The task is: Regression. Given two drug SMILES strings and cell line genomic features, predict the synergy score measuring deviation from expected non-interaction effect.. This data is from NCI-60 drug combinations with 297,098 pairs across 59 cell lines. Drug 1: CC(CN1CC(=O)NC(=O)C1)N2CC(=O)NC(=O)C2. Drug 2: CC1OCC2C(O1)C(C(C(O2)OC3C4COC(=O)C4C(C5=CC6=C(C=C35)OCO6)C7=CC(=C(C(=C7)OC)O)OC)O)O. Cell line: HT29. Synergy scores: CSS=51.5, Synergy_ZIP=-0.890, Synergy_Bliss=1.04, Synergy_Loewe=5.36, Synergy_HSA=6.52.